Dataset: Experimentally validated miRNA-target interactions with 360,000+ pairs, plus equal number of negative samples. Task: Binary Classification. Given a miRNA mature sequence and a target amino acid sequence, predict their likelihood of interaction. (1) The miRNA is mmu-let-7b-5p with sequence UGAGGUAGUAGGUUGUGUGGUU. The protein sequence of the target gene is MAGGPPKALPSTGPQSLRDMPHPLAGSSSEEAVGGDSTPSPDLLMARSFGDKDLILPNGGTPAGTASPASSSSLLNRLQLDDDIDGEARDLFVTVDDPKKHVCTMETYITYRITTKSTRVEFDLPEYSVRRRYQDFDWLRNKLEESQPTHLIPPLPEKFVVKGVVDRFSEEFVETRRKALDKFLKRITDHPVLSFNEHFNVFLTAKDLNAYKKQGIALLSRVGESVKHVTGGYKLRSRPLEFAAISDYLDTFALKLGTIDRIAQRIIKEEIEYLVELREYGPVYSTWSALEGELAEPLEG.... Result: 1 (interaction). (2) The miRNA is mmu-miR-3471 with sequence UGAGAUCCAACUGUAAGGCAUU. The protein sequence of the target gene is MQPWLWLVFSMKLAALWSSSALIQTPSSLLVQTNHTAKMSCEVKSISKLTSIYWLRERQDPKDKYFEFLASWSSSKGVLYGESVDKKRNIILESSDSRRPFLSIMNVKPEDSDFYFCATVGSPKMVFGTGTKLTVVDVLPTTAPTKKTTLKMKKKKQCPFPHPETQKGLTCSLTTLSLLVVCILLLLAFLGVAVYFYCVRRRARIHFMKQFHK. Result: 1 (interaction). (3) The miRNA is mmu-miR-1983 with sequence CUCACCUGGAGCAUGUUUUCU. The protein sequence of the target gene is MENYNQTSTDFILLGLFPQSRIGLFVFTLIFLIFLMALIGNLSMILLIFLDIHLHTPMYFLLSQLSLIDLNYISTIVPKMVYDFLYGNKSISFTGCGIQSFFFLTLAVAEGLLLTSMAYDRYVAICFPLHYPIRISKRVCVMMITGSWMISSINSCAHTVYALCIPYCKSRAINHFFCDVPAMLTLACTDTWVYESTVFLSSTIFLVLPFTGIACSYGRVLLAVYRMHSAEGRKKAYSTCSTHLTVVSFYYAPFAYTYVRPRSLRSPTEDKILAVFYTILTPMLNPIIYSLRNKEVMGAL.... Result: 0 (no interaction). (4) The miRNA is hsa-miR-6860 with sequence ACUGGGCAGGGCUGUGGUGAGU. The protein sequence of the target gene is MAGQGDCCVKVAVRIRPQLSKEKIEGCHICTSVTPGEPQVLLGKDKAFTYDFVFDLDTWQEQIYSTCVSKLIEGCFEGYNATVLAYGQTGAGKTYTMGTGFDMATSEEEQGIIPRAIAHLFGGIAERKRRAQEQGVAGPEFKVSAQFLELYNEEILDLFDSTRDPDTRHRRSNIKIHEDANGGIYTTGVTSRLIHSQEELIQCLKQGALSRTTASTQMNVQSSRSHAIFTIHLCQMRMCTQPDLVNEAVTGLPDGTPPSSEYETLTAKFHFVDLAGSERLKRTGATGERAKEGISINCGL.... Result: 0 (no interaction). (5) The miRNA is hsa-miR-631 with sequence AGACCUGGCCCAGACCUCAGC. The protein sequence of the target gene is MNKKKKPFLGMPAPLGYVPGLGRGATGFTTRSDIGPARDANDPVDDRHAPPGKRTVGDQMKKNQAADDDDEDLNDTNYDEFNGYAGSLFSSGPYEKDDEEADAIYAALDKRMDERRKERREQREKEEIEKYRMERPKIQQQFSDLKRKLAEVTEEEWLSIPEVGDARNKRQRNPRYEKLTPVPDSFFAKHLQTGENHTSVDPRQTQFGGLNTPYPGGLNTPYPGGMTPGLMTPGTGELDMRKIGQARNTLMDMRLSQVSDSVSGQTVVDPKGYLTDLNSMIPTHGGDINDIKKARLLLKS.... Result: 0 (no interaction). (6) The miRNA is hsa-miR-5696 with sequence CUCAUUUAAGUAGUCUGAUGCC. The protein sequence of the target gene is MNASSEGESFAGSVQIPGGTTVLVELTPDIHICGICKQQFNNLDAFVAHKQSGCQLTGTSAAAPSTVQFVSEETVPATQTQTTTRTITSETQTITVSAPEFVFEHGYQTYLPTESNENQTATVISLPAKSRTKKPTTPPAQKRLNCCYPGCQFKTAYGMKDMERHLKIHTGDKPHKCEVCGKCFSRKDKLKTHMRCHTGVKPYKCKTCDYAAADSSSLNKHLRIHSDERPFKCQICPYASRNSSQLTVHLRSHTASELDDDVPKANCLSTESTDTPKAPVITLPSEAREQMATLGERTFN.... Result: 0 (no interaction).